From a dataset of Drug-target binding data from BindingDB using Ki measurements. Regression. Given a target protein amino acid sequence and a drug SMILES string, predict the binding affinity score between them. We predict pKi (pKi = -log10(Ki in M); higher means stronger inhibition). Dataset: bindingdb_ki. (1) The small molecule is O=C1CCc2ccc(OCCCCN3CCN(c4cccc(Cl)c4Cl)CC3)cc2N1. The target protein (Q9JIR0) has sequence MEQLTTLPRLGDPGAMEPWALPAWQHWTQGQGCKPGDASASIAATPTALQVKGLRFEESSEPAGAHSPGPIRNTDPEGTETVLPKLGQQAESPGYSCSRLEGEDAQAYKAKFNIGFGDRPNLELLRALGELQQHCTILKEENQMLRKSSFPETEEKVRRLKRKNAELAVIAKRLEERAQKLQETNMRGGEVPLCPDPDPVWSCARKALARQRARDLSETATALLAKDKQNAALQRECRELQARLSLVGKEGPQWLHMRDFDRLLRESQREVLRLQRQIALRNQREPLRPARSQGSTAPSSVGAPAPGAPGETVLEDDVESPQVVLGEPEKQLRVQQLESELCKKRKKCESLEQEARKKQRRCEELELQLRAAQNENARLVEENSRLSGKATEKEQVEWENAELKGQLLGVTQERDSALRKSQGLQSKLESLEQVLEHMRKVAQRRQQLEEEHEQARLSLQEKQEEVRRLQQAQAEAKREHEGAVQLLESTLDSMQARVRE.... The pKi is 5.0. (2) The small molecule is O=C1CCC(=O)N1. The target protein sequence is MPLDAGGQNSTQMVLAPGASIFRCRQCGQTISRRDWLLPMGGDHEHVVFNPAGMIFRVWCFSLAQGLRLIGAPSGEFSWFKGYDWTIALCGQCGSHLGWHYEGGSQPQTFFGLIKDRLAEGPAD. The pKi is 5.4. (3) The target protein sequence is MKKTFLIALALTASLIGAENAKWDYKNKENGPHRWDKLHKDFEVCKSGKSQSPINIEHYYHTQDKADLQFKYAASKPKAVFFTHHTLKASFEPTNHINYRGHDYVLDNVHFHAPMEFLINNKTRPLSAHFVHKDAKGRLLVLAIGFEEGKENPNLDPILEGIQKKQNFKEVALDAFLPKSINYYHFNGSLTAPPCTEGVAWFVVEEPLEVSAKQLAEIKKRMKNSPNQRPVQPDYNTVIIKRSAETR. The pKi is 3.0. The small molecule is S=C([S-])[S-]. (4) The compound is C=CC(C)(C)c1c(O)cc2oc3c(CC=C(C)C)c(O)c(O)cc3c(=O)c2c1O. The target protein (P10481) has sequence MCNKNNTFEKNLDISHKPEPLILFNKDNNIWNSKYFRIPNIQLLNDGTILTFSDIRYNGPDDHAYIDIASARSTDFGKTWSYNIAMKNNRIDSTYSRVMDSTTVITNTGRIILIAGSWNTNGNWAMTTSTRRSDWSVQMIYSDDNGLTWSNKIDLTKDSSKVKNQPSNTIGWLGGVGSGIVMDDGTIVMPAQISLRENNENNYYSLIIYSKDNGETWTMGNKVPNSNTSENMVIELDGALIMSTRYDYSGYRAAYISHDLGTTWEIYEPLNGKILTGKGSGCQGSFIKATTSNGHRIGLISAPKNTKGEYIRDNIAVYMIDFDDLSKGVQEICIPYPEDGNKLGGGYSCLSFKNNHLGIVYEANGNIEYQDLTPYYSLINKQ. The pKi is 6.2. (5) The drug is N=C(N)c1cccc(OCCCCCOc2ccc(N)cc2)c1. The target protein (P08001) has sequence MLPTAVLLVLAVSVAARDNATCDGPCGLRFRQKLESGMRVVGGMSAEPGAWPWMVSLQIFMYHNNRRYHTCGGILLNSHWVLTAAHCFKNKKKVTDWRLIFGANEVVWGSNKPVKPPLQERFVEEIIIHEKYVSGLEINDIALIKITPPVPCGPFIGPGCLPQFKAGPPRAPQTCWVTGWGYLKEKGPRTSPTLQEARVALIDLELCNSTRWYNGRIRSTNVCAGYPRGKIDTCQGDSGGPLMCRDRAENTFVVVGITSWGVGCARAKRPGVYTSTWPYLNWIASKIGSNALQMVQLGTPPRPSTPAPPVRPPSVQTPVRPPWYFQRPPGPSQQPGSRPRPPAPPPAPPPPPPPPPPPPPPPPPPPQQVSAKPPQALSFAKRLQQLIEALKGTAFSSGRSYYETETTDLQELPAS. The pKi is 6.2.